This data is from Catalyst prediction with 721,799 reactions and 888 catalyst types from USPTO. The task is: Predict which catalyst facilitates the given reaction. Reactant: [C:1]([C:5]1[CH:23]=[C:8]2[N:9]=[C:10]([CH3:22])[C:11]([CH:14]([CH2:19][CH2:20][CH3:21])[C:15]([O:17][CH3:18])=[O:16])=[C:12](Cl)[N:7]2[N:6]=1)([CH3:4])([CH3:3])[CH3:2].B(O)(O)[C:25]1[CH:26]=[CH:27][C:28]([CH3:31])=[CH:29][CH:30]=1.C(N(C(C)C)CC)(C)C. Product: [C:1]([C:5]1[CH:23]=[C:8]2[N:9]=[C:10]([CH3:22])[C:11]([CH:14]([CH2:19][CH2:20][CH3:21])[C:15]([O:17][CH3:18])=[O:16])=[C:12]([C:25]3[CH:30]=[CH:29][C:28]([CH3:31])=[CH:27][CH:26]=3)[N:7]2[N:6]=1)([CH3:4])([CH3:3])[CH3:2]. The catalyst class is: 149.